The task is: Predict the reactants needed to synthesize the given product.. This data is from Full USPTO retrosynthesis dataset with 1.9M reactions from patents (1976-2016). (1) The reactants are: [CH3:1][C:2]1[CH:6]=[C:5](C)[N:4]([C:8](=N)[NH:9][S:10]([C:13]2[CH:18]=[CH:17][C:16]([CH3:19])=[CH:15][CH:14]=2)(=[O:12])=[O:11])N=1.CS(O)(=O)=O.[NH:26]1CCCCC1. Given the product [NH2:26][CH2:1][CH2:2][CH2:6][CH2:5][NH:4][CH:8]=[N:9][S:10]([C:13]1[CH:14]=[CH:15][C:16]([CH3:19])=[CH:17][CH:18]=1)(=[O:11])=[O:12], predict the reactants needed to synthesize it. (2) The reactants are: [C:1]([NH2:5])([CH3:4])([CH3:3])[CH3:2].Cl.[CH:7]1[C:17]2[CH:16]=[CH:15][C:14]3[CH:18]=[CH:19][CH:20]=[CH:21][C:13]=3[C:12](=[C:22]3[CH2:27][CH2:26][N:25]([C:28](=[O:31])[CH2:29][NH2:30])[CH2:24][CH2:23]3)[C:11]=2[CH:10]=[CH:9][CH:8]=1.C(N(CC)CC)C.[O:39]1CCC[CH2:40]1. Given the product [C:1]([NH:5][C:40]([NH:30][CH2:29][C:28]([N:25]1[CH2:24][CH2:23][C:22](=[C:12]2[C:11]3[CH:10]=[CH:9][CH:8]=[CH:7][C:17]=3[CH:16]=[CH:15][C:14]3[CH:18]=[CH:19][CH:20]=[CH:21][C:13]2=3)[CH2:27][CH2:26]1)=[O:31])=[O:39])([CH3:4])([CH3:3])[CH3:2], predict the reactants needed to synthesize it. (3) Given the product [Cl:23][C:22]1[C:16]2[O:15][CH2:14][C@H:13]([CH2:12][N:29]([CH3:28])[CH2:30][CH3:31])[O:18][C:17]=2[CH:19]=[C:20]([S:24]([CH3:27])(=[O:25])=[O:26])[CH:21]=1, predict the reactants needed to synthesize it. The reactants are: CC1C=CC(S(O[CH2:12][C@@H:13]2[O:18][C:17]3[CH:19]=[C:20]([S:24]([CH3:27])(=[O:26])=[O:25])[CH:21]=[C:22]([Cl:23])[C:16]=3[O:15][CH2:14]2)(=O)=O)=CC=1.[CH3:28][NH:29][CH2:30][CH3:31].